This data is from TCR-epitope binding with 47,182 pairs between 192 epitopes and 23,139 TCRs. The task is: Binary Classification. Given a T-cell receptor sequence (or CDR3 region) and an epitope sequence, predict whether binding occurs between them. (1) The epitope is ALLADKFPV. The TCR CDR3 sequence is CASSLYPGNEQFF. Result: 0 (the TCR does not bind to the epitope). (2) The epitope is TVYDPLQPELDSFK. The TCR CDR3 sequence is CASSPLGGGKSTEAFF. Result: 0 (the TCR does not bind to the epitope). (3) The epitope is YFPLQSYGF. The TCR CDR3 sequence is CATSETSRGSQHF. Result: 0 (the TCR does not bind to the epitope). (4) The epitope is QASQEVKNW. The TCR CDR3 sequence is CASSLSSGLDEQYF. Result: 0 (the TCR does not bind to the epitope).